From a dataset of Microsomal clearance measurements from AstraZeneca. Regression/Classification. Given a drug SMILES string, predict its absorption, distribution, metabolism, or excretion properties. Task type varies by dataset: regression for continuous measurements (e.g., permeability, clearance, half-life) or binary classification for categorical outcomes (e.g., BBB penetration, CYP inhibition). For this dataset (clearance_microsome_az), we predict log10(clearance) (log10 of the in vitro intrinsic clearance, CLint, in uL/min per mg of human liver microsomal protein, equivalently mL/min/g; values are censored to the assay range of 3 to 150, which is 0.477 to 2.18 on this log10 scale). (1) The drug is O=C(Cc1ccc(Cl)c(C(F)(F)F)c1)Nc1cccc2c(=O)n(CCO)ccc12. The log10(clearance) is 0.480. (2) The compound is O=C(O)COc1ccc(C(F)(F)F)cc1CN1CCN(S(=O)(=O)c2ccccc2)CC1. The log10(clearance) is 0.800. (3) The molecule is CCN(C(=O)Cc1ccc(S(C)(=O)=O)cc1)C1CCN(CCC(c2ccccc2)N2CCC(C(C)=O)CC2)CC1. The log10(clearance) is 1.32. (4) The drug is Cc1nc2ncnn2c(O)c1CCOC(=O)c1ccccc1F. The log10(clearance) is 2.18. (5) The drug is COc1cccc(C(=O)NCCN2CCC(Oc3ccc(Cl)c(Cl)c3)CC2)c1. The log10(clearance) is 0.950. (6) The compound is COc1cccc2c1c(NS(=O)(=O)c1ccc(Cl)s1)nn2Cc1cccc(CNC(C)=O)c1. The log10(clearance) is 1.64. (7) The drug is O=C(O)[C@H](Cc1ccc(F)cc1)N1CCC(CN2CCC(Oc3ccc(Cl)cc3)CC2)CC1. The log10(clearance) is 0.480.